From a dataset of Reaction yield outcomes from USPTO patents with 853,638 reactions. Predict the reaction yield, written as a fraction of the theoretical maximum amount of product (1.0 means a 100% yield; for example, 0.34 means a 34% yield). (1) The reactants are [O:1]=[C:2]1[CH:7]=[CH:6][N:5]([C:8]2[CH:13]=[CH:12][CH:11]=[C:10]([C:14]([F:17])([F:16])[F:15])[CH:9]=2)[N:4]=[C:3]1[C:18]([NH:20][NH2:21])=O.CO[CH:24](OC)[N:25]([CH3:27])C.C(O)(=O)C.N[C:35]1[CH:40]=[CH:39]C=[CH:37][CH:36]=1. The catalyst is C(#N)C. The product is [C:24]1([N:25]2[CH:27]=[N:21][N:20]=[C:18]2[C:3]2[C:2](=[O:1])[CH:7]=[CH:6][N:5]([C:8]3[CH:13]=[CH:12][CH:11]=[C:10]([C:14]([F:17])([F:16])[F:15])[CH:9]=3)[N:4]=2)[CH:39]=[CH:40][CH:35]=[CH:36][CH:37]=1. The yield is 0.530. (2) The reactants are O[CH2:2][C:3]1([CH2:6][N:7]2[CH2:12][CH2:11][N:10]([C:13]([O:15][C:16]([CH3:19])([CH3:18])[CH3:17])=[O:14])[CH2:9][CH2:8]2)[CH2:5][CH2:4]1.C1C=CC(P(C2C=CC=CC=2)C2C=CC=CC=2)=CC=1.N1C=CN=C1.[I:44]I. The catalyst is C(Cl)Cl. The product is [I:44][CH2:2][C:3]1([CH2:6][N:7]2[CH2:12][CH2:11][N:10]([C:13]([O:15][C:16]([CH3:19])([CH3:18])[CH3:17])=[O:14])[CH2:9][CH2:8]2)[CH2:5][CH2:4]1. The yield is 0.570. (3) The reactants are C(N(CC)CC)C.[CH3:8][O:9][C:10]1[CH:11]=[C:12]2[C:17](=[CH:18][CH:19]=1)[C:16]([O:20][C:21]1[CH:26]=[CH:25][C:24]([O:27][CH2:28][CH2:29][N:30]3[CH2:35][CH2:34][CH2:33][CH2:32][CH2:31]3)=[CH:23][CH:22]=1)=[C:15]([OH:36])[CH:14]=[CH:13]2.[F:37][C:38]([F:51])([F:50])[S:39](O[S:39]([C:38]([F:51])([F:50])[F:37])(=[O:41])=[O:40])(=[O:41])=[O:40]. The catalyst is ClCCl. The product is [CH3:8][O:9][C:10]1[CH:11]=[C:12]2[C:17](=[CH:18][CH:19]=1)[C:16]([O:20][C:21]1[CH:22]=[CH:23][C:24]([O:27][CH2:28][CH2:29][N:30]3[CH2:31][CH2:32][CH2:33][CH2:34][CH2:35]3)=[CH:25][CH:26]=1)=[C:15]([O:36][S:39]([C:38]([F:51])([F:50])[F:37])(=[O:41])=[O:40])[CH:14]=[CH:13]2. The yield is 0.909. (4) The reactants are C(OCC)C.[OH:6][CH:7]([CH2:19][C:20]([CH2:23][Si](C)(C)C)=[C:21]=[CH2:22])[CH2:8][CH2:9][C:10](=O)[CH2:11][C:12]1[CH:17]=[CH:16][CH:15]=[CH:14][CH:13]=1.FC(F)(F)S(O[Si](C)(C)C)(=O)=O.O. The catalyst is C(OCC)(=O)C. The product is [CH2:22]=[C:21]1[C:20](=[CH2:23])[CH2:19][CH:7]2[O:6][C:11]1([C:12]1[CH:17]=[CH:16][CH:15]=[CH:14][CH:13]=1)[CH2:10][CH2:9][CH2:8]2. The yield is 0.980. (5) The reactants are [C:1]([O:4][C@@H:5]([C@H:16]1[C@H:21]([NH:22][C:23](=[O:25])[CH3:24])[C@@H:20]([NH:26][C:27]([NH:36][C:37]([O:39][C:40]([CH3:43])([CH3:42])[CH3:41])=[O:38])=[N:28][C:29]([O:31][C:32]([CH3:35])([CH3:34])[CH3:33])=[O:30])[CH:19]=[C:18]([C:44]([O:46]C)=[O:45])[O:17]1)[C@H:6]([O:12][C:13](=[O:15])[CH3:14])[CH2:7][O:8][C:9](=[O:11])[CH3:10])(=[O:3])[CH3:2].[OH-].[Na+].Cl. The catalyst is CO. The product is [C:23]([NH:22][C@@H:21]1[C@@H:20]([NH:26][C:27]([NH:36][C:37]([O:39][C:40]([CH3:43])([CH3:42])[CH3:41])=[O:38])=[N:28][C:29]([O:31][C:32]([CH3:35])([CH3:33])[CH3:34])=[O:30])[CH:19]=[C:18]([C:44]([OH:46])=[O:45])[O:17][C@H:16]1[C@H:5]([O:4][C:1](=[O:3])[CH3:2])[C@H:6]([O:12][C:13](=[O:15])[CH3:14])[CH2:7][O:8][C:9](=[O:11])[CH3:10])(=[O:25])[CH3:24]. The yield is 0.950. (6) The reactants are [CH3:1]CN=C=NCCCN(C)C.[C:12]([O:20][C:21]([N:23]1[CH2:28][CH2:27][CH:26]([N:29]2[CH2:34][CH2:33][CH2:32][N:31]([CH2:35][C:36](O)=[O:37])[C:30]2=[O:39])[CH2:25][CH2:24]1)=[O:22])(=O)[C:13]1[CH:18]=[CH:17][CH:16]=[CH:15][CH:14]=1.CN.C1C=CC2N(O)N=NC=2C=1. The catalyst is C1COCC1.C1COCC1.ClCCl. The product is [CH3:1][C:36]([CH2:35][N:31]1[CH2:32][CH2:33][CH2:34][N:29]([CH:26]2[CH2:27][CH2:28][N:23]([C:21]([O:20][CH2:12][C:13]3[CH:14]=[CH:15][CH:16]=[CH:17][CH:18]=3)=[O:22])[CH2:24][CH2:25]2)[C:30]1=[O:39])=[O:37]. The yield is 0.970. (7) The reactants are [CH2:1]([N:8]([CH2:18][C:19]1[CH:24]=[CH:23][CH:22]=[CH:21][CH:20]=1)[CH:9]([CH2:13][O:14][CH:15]([F:17])[F:16])[C:10]([OH:12])=O)[C:2]1[CH:7]=[CH:6][CH:5]=[CH:4][CH:3]=1.C(N(CC)CC)C.ClC(OCC(C)C)=O.Cl.[CH2:41]([NH2:48])[C:42]1[CH:47]=[CH:46][CH:45]=[CH:44][CH:43]=1. The catalyst is C1COCC1.C(OCC)(=O)C. The product is [CH2:18]([N:8]([CH2:1][C:2]1[CH:3]=[CH:4][CH:5]=[CH:6][CH:7]=1)[CH:9]([CH2:13][O:14][CH:15]([F:16])[F:17])[C:10]([NH:48][CH2:41][C:42]1[CH:47]=[CH:46][CH:45]=[CH:44][CH:43]=1)=[O:12])[C:19]1[CH:20]=[CH:21][CH:22]=[CH:23][CH:24]=1. The yield is 0.865. (8) The reactants are C([O:4][C:5]1[CH:6]=[C:7]([CH:12]=[C:13]([C:15]#[N:16])[CH:14]=1)[C:8]([O:10][CH3:11])=[O:9])C=C.B(Cl)(Cl)Cl. The catalyst is [I-].C([N+](CCCC)(CCCC)CCCC)CCC.ClCCl. The product is [C:15]([C:13]1[CH:12]=[C:7]([CH:6]=[C:5]([OH:4])[CH:14]=1)[C:8]([O:10][CH3:11])=[O:9])#[N:16]. The yield is 0.670. (9) The reactants are [Cl:1][C:2]1[CH:3]=[N:4][N:5]([CH3:38])[C:6]=1[C:7]1[CH:8]=[C:9]2[CH2:15][N:14]([C@@H:16]([CH2:29][C:30]3[CH:35]=[CH:34][CH:33]=[C:32]([F:36])[CH:31]=3)[CH2:17][N:18]3C(=O)C4C(=CC=CC=4)C3=O)[C:13](=[O:37])[C:10]2=[N:11][CH:12]=1.O1C=CC=C1.NN. The catalyst is CO. The product is [NH2:18][CH2:17][C@@H:16]([N:14]1[CH2:15][C:9]2[C:10](=[N:11][CH:12]=[C:7]([C:6]3[N:5]([CH3:38])[N:4]=[CH:3][C:2]=3[Cl:1])[CH:8]=2)[C:13]1=[O:37])[CH2:29][C:30]1[CH:35]=[CH:34][CH:33]=[C:32]([F:36])[CH:31]=1. The yield is 0.301.